From a dataset of TCR-epitope binding with 47,182 pairs between 192 epitopes and 23,139 TCRs. Binary Classification. Given a T-cell receptor sequence (or CDR3 region) and an epitope sequence, predict whether binding occurs between them. (1) The epitope is KEIDRLNEV. The TCR CDR3 sequence is CASSLNQGIMNTEAFF. Result: 1 (the TCR binds to the epitope). (2) The epitope is FLNGSCGSV. The TCR CDR3 sequence is CASSFSGDTQYF. Result: 1 (the TCR binds to the epitope). (3) The epitope is ISPRTLNAW. The TCR CDR3 sequence is CASNAGQGWKEQYF. Result: 1 (the TCR binds to the epitope). (4) The epitope is YLNTLTLAV. The TCR CDR3 sequence is CASSEGQGHTEAFF. Result: 1 (the TCR binds to the epitope). (5) The epitope is FTYASALWEI. The TCR CDR3 sequence is CASSPQGKTQYF. Result: 1 (the TCR binds to the epitope).